Dataset: Reaction yield outcomes from USPTO patents with 853,638 reactions. Task: Predict the reaction yield, written as a fraction of the theoretical maximum amount of product (1.0 means a 100% yield; for example, 0.34 means a 34% yield). (1) The reactants are Cl.[NH:2]1[CH2:5][CH:4]([C:6]2[C:11]([Br:12])=[CH:10][CH:9]=[CH:8][N:7]=2)[CH2:3]1.Cl[C:14]1[CH:23]=[CH:22][C:21]2[C:16](=[CH:17][CH:18]=[CH:19][CH:20]=2)[N:15]=1.C(=O)([O-])[O-].[Cs+].[Cs+]. The catalyst is CN(C=O)C.O. The product is [Br:12][C:11]1[C:6]([CH:4]2[CH2:3][N:2]([C:14]3[CH:23]=[CH:22][C:21]4[C:16](=[CH:17][CH:18]=[CH:19][CH:20]=4)[N:15]=3)[CH2:5]2)=[N:7][CH:8]=[CH:9][CH:10]=1. The yield is 0.800. (2) The reactants are [CH3:1][Si:2]([CH3:21])([CH3:20])[C:3]1[O:7][C:6]2[C:8]([O:18]C)=[C:9]3[C:14](=[C:15]([O:16]C)[C:5]=2[CH:4]=1)[CH:13]=[CH:12][CH:11]=[CH:10]3.[N+]([O-])([O-])=O.[NH4+].[Ce]. The catalyst is C(#N)C.O. The product is [CH3:1][Si:2]([CH3:21])([CH3:20])[C:3]1[O:7][C:6]2[C:8](=[O:18])[C:9]3[C:14]([C:15](=[O:16])[C:5]=2[CH:4]=1)=[CH:13][CH:12]=[CH:11][CH:10]=3. The yield is 0.750. (3) The reactants are Cl[C:2]1[N:7]=[C:6]([NH:8][C:9]2[CH:14]=[CH:13][C:12]([N:15]3[CH2:20][CH2:19][O:18][CH2:17][CH2:16]3)=[CH:11][C:10]=2[O:21][CH3:22])[C:5]([Cl:23])=[CH:4][N:3]=1.[NH2:24][C:25]1[C:44]([O:45][CH3:46])=[CH:43][C:28]2[CH2:29][CH2:30][N:31]([CH2:34][C:35]([N:37]3[CH2:42][CH2:41][O:40][CH2:39][CH2:38]3)=[O:36])[CH2:32][CH2:33][C:27]=2[CH:26]=1. No catalyst specified. The product is [Cl:23][C:5]1[C:6]([NH:8][C:9]2[CH:14]=[CH:13][C:12]([N:15]3[CH2:20][CH2:19][O:18][CH2:17][CH2:16]3)=[CH:11][C:10]=2[O:21][CH3:22])=[N:7][C:2]([NH:24][C:25]2[C:44]([O:45][CH3:46])=[CH:43][C:28]3[CH2:29][CH2:30][N:31]([CH2:34][C:35]([N:37]4[CH2:42][CH2:41][O:40][CH2:39][CH2:38]4)=[O:36])[CH2:32][CH2:33][C:27]=3[CH:26]=2)=[N:3][CH:4]=1. The yield is 0.560. (4) The yield is 0.390. The product is [CH3:1][O:2][C:3]([C:5]1([C:8]2[CH:13]=[CH:12][C:11]([O:14][CH3:15])=[C:10]([CH2:16][OH:19])[CH:9]=2)[CH2:7][CH2:6]1)=[O:4]. The reactants are [CH3:1][O:2][C:3]([C:5]1([C:8]2[CH:13]=[CH:12][C:11]([O:14][CH3:15])=[C:10]([CH2:16]Cl)[CH:9]=2)[CH2:7][CH2:6]1)=[O:4].C([O-])([O-])=[O:19].[Na+].[Na+].Cl. The catalyst is O.[N+](CCCC)(CCCC)(CCCC)CCCC.[Br-]. (5) The reactants are [OH:1][CH:2]1[CH:7]([NH:8]C(=O)OC(C)(C)C)[CH2:6][CH2:5][N:4]([CH2:16][CH2:17][N:18]2[C:27]3[C:22](=[CH:23][CH:24]=[C:25]([O:28][CH3:29])[CH:26]=3)[N:21]=[CH:20][C:19]2=[O:30])[CH2:3]1.FC(F)(F)C(O)=O. No catalyst specified. The product is [NH2:8][CH:7]1[CH2:6][CH2:5][N:4]([CH2:16][CH2:17][N:18]2[C:27]3[C:22](=[CH:23][CH:24]=[C:25]([O:28][CH3:29])[CH:26]=3)[N:21]=[CH:20][C:19]2=[O:30])[CH2:3][CH:2]1[OH:1]. The yield is 0.850. (6) The reactants are [Br:1][C:2]1[CH:3]=[N:4][CH:5]=[C:6]([CH:10]=1)[C:7]([OH:9])=O.C(N(CC)C(C)C)(C)C.[C:20]1([S:26]([CH2:29][C:30]([O:32][CH2:33][CH3:34])=[O:31])(=[NH:28])=[O:27])[CH:25]=[CH:24][CH:23]=[CH:22][CH:21]=1.F[P-](F)(F)(F)(F)F.N1(O[P+](N(C)C)(N(C)C)N(C)C)C2C=CC=CC=2N=N1. The catalyst is CN(C=O)C. The product is [Br:1][C:2]1[CH:10]=[C:6]([C:7]([N:28]=[S@:26]([CH2:29][C:30]([O:32][CH2:33][CH3:34])=[O:31])([C:20]2[CH:25]=[CH:24][CH:23]=[CH:22][CH:21]=2)=[O:27])=[O:9])[CH:5]=[N:4][CH:3]=1. The yield is 0.340.